From a dataset of Peptide-MHC class II binding affinity with 134,281 pairs from IEDB. Regression. Given a peptide amino acid sequence and an MHC pseudo amino acid sequence, predict their binding affinity value. This is MHC class II binding data. (1) The peptide sequence is ALSAEYAAVAQELSV. The MHC is DRB1_0301 with pseudo-sequence DRB1_0301. The binding affinity (normalized) is 0.109. (2) The peptide sequence is FDPYGATISATPESA. The MHC is HLA-DPA10103-DPB10301 with pseudo-sequence HLA-DPA10103-DPB10301. The binding affinity (normalized) is 0.381. (3) The peptide sequence is LKLATGMRNVPEKQT. The MHC is DRB1_0401 with pseudo-sequence DRB1_0401. The binding affinity (normalized) is 0.207. (4) The peptide sequence is KASPVLAFPAGVCPT. The MHC is DRB1_0802 with pseudo-sequence DRB1_0802. The binding affinity (normalized) is 0.396.